Dataset: Catalyst prediction with 721,799 reactions and 888 catalyst types from USPTO. Task: Predict which catalyst facilitates the given reaction. Reactant: [CH2:1]([N:4]1[CH2:8][C:7](=[O:9])[NH:6][C:5]1=[O:10])[CH:2]=[CH2:3].ClC1C=C(C(OO)=[O:19])C=CC=1.S(=O)(O)[O-]. Product: [O:19]1[CH2:3][CH:2]1[CH2:1][N:4]1[CH2:8][C:7](=[O:9])[NH:6][C:5]1=[O:10]. The catalyst class is: 2.